Dataset: Catalyst prediction with 721,799 reactions and 888 catalyst types from USPTO. Task: Predict which catalyst facilitates the given reaction. (1) Reactant: [Cl:1][C:2]1[CH:3]=[C:4]([NH:8][C:9]2[C:18]3[C:13](=[C:14]([C:22]([N:24]([CH3:26])[CH3:25])=[O:23])[CH:15]=[C:16]([N+:19]([O-])=O)[CH:17]=3)[N:12]=[CH:11][C:10]=2[C:27]#[N:28])[CH:5]=[CH:6][CH:7]=1.O.O.[Sn](Cl)(Cl)(Cl)Cl.[N+](C1C=CC2C(=CC=CC=2)N=1)([O-])=O.C([O-])(O)=O.[Na+]. Product: [NH2:19][C:16]1[CH:17]=[C:18]2[C:13](=[C:14]([C:22]([N:24]([CH3:25])[CH3:26])=[O:23])[CH:15]=1)[N:12]=[CH:11][C:10]([C:27]#[N:28])=[C:9]2[NH:8][C:4]1[CH:5]=[CH:6][CH:7]=[C:2]([Cl:1])[CH:3]=1. The catalyst class is: 14. (2) Product: [F:34][C:32]1[CH:31]=[CH:30][CH:29]=[C:28]2[C:33]=1[N:25]([C:22]1[N:21]=[C:20]([CH:17]3[CH2:18][CH2:19][N:14]([CH:11]4[CH2:10][CH2:9][N:8]([C:6](=[O:7])[CH2:5][OH:4])[CH2:13][CH2:12]4)[CH2:15][CH2:16]3)[O:24][N:23]=1)[N:26]=[C:27]2[C:35]([OH:38])([CH3:36])[CH3:37]. Reactant: C([O:4][CH2:5][C:6]([N:8]1[CH2:13][CH2:12][CH:11]([N:14]2[CH2:19][CH2:18][CH:17]([C:20]3[O:24][N:23]=[C:22]([N:25]4[C:33]5[C:28](=[CH:29][CH:30]=[CH:31][C:32]=5[F:34])[C:27]([C:35]([OH:38])([CH3:37])[CH3:36])=[N:26]4)[N:21]=3)[CH2:16][CH2:15]2)[CH2:10][CH2:9]1)=[O:7])(=O)C.CN. The catalyst class is: 5.